This data is from Forward reaction prediction with 1.9M reactions from USPTO patents (1976-2016). The task is: Predict the product of the given reaction. Given the reactants Cl.[NH2:2][C@H:3]([C:7]([O:9][CH3:10])=[O:8])[C@@H:4]([CH3:6])[OH:5].C(N(CC)CC)C.[C:18]1([C:24](Cl)([C:31]2[CH:36]=[CH:35][CH:34]=[CH:33][CH:32]=2)[C:25]2[CH:30]=[CH:29][CH:28]=[CH:27][CH:26]=2)[CH:23]=[CH:22][CH:21]=[CH:20][CH:19]=1, predict the reaction product. The product is: [C:24]([NH:2][C@H:3]([C:7]([O:9][CH3:10])=[O:8])[C@@H:4]([CH3:6])[OH:5])([C:18]1[CH:23]=[CH:22][CH:21]=[CH:20][CH:19]=1)([C:31]1[CH:32]=[CH:33][CH:34]=[CH:35][CH:36]=1)[C:25]1[CH:26]=[CH:27][CH:28]=[CH:29][CH:30]=1.